Dataset: Full USPTO retrosynthesis dataset with 1.9M reactions from patents (1976-2016). Task: Predict the reactants needed to synthesize the given product. (1) Given the product [CH3:24][NH:23][C:18]1[CH:17]=[C:16]([C:7]2[CH:8]=[CH:9][C:4]([O:3][C:2]([F:14])([F:13])[F:1])=[CH:5][CH:6]=2)[N:21]=[C:20]([NH2:22])[N:19]=1, predict the reactants needed to synthesize it. The reactants are: [F:1][C:2]([F:14])([F:13])[O:3][C:4]1[CH:9]=[CH:8][C:7](B(O)O)=[CH:6][CH:5]=1.I[C:16]1[N:21]=[C:20]([NH2:22])[N:19]=[C:18]([NH:23][CH3:24])[CH:17]=1. (2) Given the product [Cl:10][C:9]1[CH:8]=[C:7]([N:11]2[CH2:16][CH2:15][NH:14][CH2:13][CH2:12]2)[CH:6]=[C:5]([Cl:24])[C:4]=1[C:1](=[O:3])[CH3:2], predict the reactants needed to synthesize it. The reactants are: [C:1]([C:4]1[C:9]([Cl:10])=[CH:8][C:7]([N:11]2[CH2:16][CH2:15][N:14](C(OC(C)(C)C)=O)[CH2:13][CH2:12]2)=[CH:6][C:5]=1[Cl:24])(=[O:3])[CH3:2].FC(F)(F)C(O)=O. (3) Given the product [OH:27][CH:25]([CH3:26])[CH2:24][NH:23][C:3]([C:5]1[S:9][C:8]([CH2:10][CH2:11][C:12]2[C:13]([CH2:18][CH2:19][CH2:20][CH3:21])=[N:14][O:15][C:16]=2[CH3:17])=[N:7][C:6]=1[CH3:22])=[O:4], predict the reactants needed to synthesize it. The reactants are: CO[C:3]([C:5]1[S:9][C:8]([CH2:10][CH2:11][C:12]2[C:13]([CH2:18][CH2:19][CH2:20][CH3:21])=[N:14][O:15][C:16]=2[CH3:17])=[N:7][C:6]=1[CH3:22])=[O:4].[NH2:23][CH2:24][CH:25]([OH:27])[CH3:26]. (4) Given the product [Br:9][CH2:10][CH2:11][CH2:12][C:13]([N:6]1[CH:7]=[CH:8][C:3](=[O:2])[CH2:4][CH:5]1[C:19]1[CH:18]=[C:17]([F:16])[C:22]([F:23])=[C:21]([F:24])[CH:20]=1)=[O:14], predict the reactants needed to synthesize it. The reactants are: C[O:2][C:3]1[CH:8]=[CH:7][N:6]=[CH:5][CH:4]=1.[Br:9][CH2:10][CH2:11][CH2:12][C:13](Cl)=[O:14].[F:16][C:17]1[CH:18]=[C:19]([Mg]Br)[CH:20]=[C:21]([F:24])[C:22]=1[F:23]. (5) The reactants are: [F:1][C:2]1[CH:7]=[CH:6][C:5]([O:8][CH3:9])=[CH:4][C:3]=1[C:10]1[C:11]([C:18]([OH:20])=[O:19])=[CH:12][C:13]([CH2:16][OH:17])=[CH:14][CH:15]=1.N1C=CC=CC=1.[C:27](Cl)(=[O:32])[C:28]([CH3:31])([CH3:30])[CH3:29]. Given the product [CH3:29][C:28]([CH3:31])([CH3:30])[C:27]([O:17][CH2:16][C:13]1[CH:12]=[C:11]([C:18]([OH:20])=[O:19])[C:10]([C:3]2[CH:4]=[C:5]([O:8][CH3:9])[CH:6]=[CH:7][C:2]=2[F:1])=[CH:15][CH:14]=1)=[O:32], predict the reactants needed to synthesize it. (6) Given the product [Cl:22][C:17]1[CH:16]=[C:15]([CH:20]=[CH:19][C:18]=1[O:21][CH2:29][C:25]1[CH:24]=[N:23][CH:28]=[CH:27][CH:26]=1)[CH2:14][C@H:10]1[O:11][CH2:12][CH2:13][NH:8][CH2:9]1, predict the reactants needed to synthesize it. The reactants are: C([N:8]1[CH2:13][CH2:12][O:11][C@H:10]([CH2:14][C:15]2[CH:20]=[CH:19][C:18]([OH:21])=[C:17]([Cl:22])[CH:16]=2)[CH2:9]1)(OC(C)(C)C)=O.[N:23]1[CH:28]=[CH:27][CH:26]=[C:25]([CH2:29]O)[CH:24]=1.CC(OC(/N=N/C(OC(C)C)=O)=O)C. (7) The reactants are: [NH2:1][C@@H:2]([C:8]1[CH:13]=[CH:12][C:11]([O:14][CH3:15])=[C:10]([O:16][CH3:17])[CH:9]=1)[CH2:3][C:4]([O:6]C)=[O:5].[OH-].[Na+]. Given the product [NH2:1][C@@H:2]([C:8]1[CH:13]=[CH:12][C:11]([O:14][CH3:15])=[C:10]([O:16][CH3:17])[CH:9]=1)[CH2:3][C:4]([OH:6])=[O:5], predict the reactants needed to synthesize it. (8) Given the product [F:1][C:2]([F:7])([F:6])[C:3]([OH:5])=[O:4].[CH:8]([N:11]([CH3:49])[C@@H:12]1[CH2:17][CH2:16][C@H:15]([N:18]2[CH2:22][CH2:21][CH:20]([C:23]3[NH:27][C:26]4[C:28]([C:32]([F:35])([F:33])[F:34])=[CH:29][CH:30]=[CH:31][C:25]=4[N:24]=3)[C:19]2=[O:36])[C@H:14]([CH2:37][S:38]([C:41]2[CH:46]=[CH:45][CH:44]=[CH:43][CH:42]=2)(=[O:39])=[O:40])[CH2:13]1)([CH3:10])[CH3:9], predict the reactants needed to synthesize it. The reactants are: [F:1][C:2]([F:7])([F:6])[C:3]([OH:5])=[O:4].[CH:8]([NH:11][C@@H:12]1[CH2:17][CH2:16][C@H:15]([N:18]2[CH2:22][CH2:21][CH:20]([C:23]3[NH:27][C:26]4[C:28]([C:32]([F:35])([F:34])[F:33])=[CH:29][CH:30]=[CH:31][C:25]=4[N:24]=3)[C:19]2=[O:36])[C@H:14]([CH2:37][S:38]([C:41]2[CH:46]=[CH:45][CH:44]=[CH:43][CH:42]=2)(=[O:40])=[O:39])[CH2:13]1)([CH3:10])[CH3:9].C=O.[C:49]([BH3-])#N.[Na+].C([O-])(O)=O.[Na+]. (9) The reactants are: Br[C:2]1[CH:3]=[CH:4][C:5]([O:10][CH2:11][CH:12]([CH3:14])[CH3:13])=[C:6]([CH:9]=1)[C:7]#[N:8].C([O:18][B:19](OC(C)C)[O:20]C(C)C)(C)C.CCCCCC.C([Li])CCC.Cl. Given the product [C:7]([C:6]1[CH:9]=[C:2]([B:19]([OH:20])[OH:18])[CH:3]=[CH:4][C:5]=1[O:10][CH2:11][CH:12]([CH3:14])[CH3:13])#[N:8], predict the reactants needed to synthesize it.